From a dataset of Forward reaction prediction with 1.9M reactions from USPTO patents (1976-2016). Predict the product of the given reaction. (1) Given the reactants Cl.[F:2][C:3]1[CH:4]=[C:5]([NH:10][NH2:11])[CH:6]=[C:7]([F:9])[CH:8]=1.[C:12]([O:17][CH2:18][CH3:19])(=[O:16])[C:13]([CH3:15])=O, predict the reaction product. The product is: [F:2][C:3]1[CH:4]=[C:5]([NH:10][NH:11][CH:13]([CH3:15])[C:12]([O:17][CH2:18][CH3:19])=[O:16])[CH:6]=[C:7]([F:9])[CH:8]=1. (2) Given the reactants [F:1][C:2]([F:14])([F:13])[C:3]1[CH:8]=[CH:7][C:6]([CH:9]([OH:12])[CH:10]=[CH2:11])=[CH:5][CH:4]=1.CC(OI1(OC(C)=O)(OC(C)=O)OC(=O)C2C1=CC=CC=2)=O.C(=O)(O)[O-].[Na+].S([O-])([O-])(=O)=S.[Na+].[Na+], predict the reaction product. The product is: [F:1][C:2]([F:13])([F:14])[C:3]1[CH:4]=[CH:5][C:6]([C:9](=[O:12])[CH:10]=[CH2:11])=[CH:7][CH:8]=1. (3) Given the reactants [Br:1][C:2]1[CH:3]=[C:4]2[C:12](=[CH:13][CH:14]=1)[NH:11][C:10]1[CH:9]([NH2:15])[CH2:8][CH2:7][CH2:6][C:5]2=1.[C:16]1([CH3:25])[CH:21]=[CH:20][C:19]([C:22](Cl)=[O:23])=[CH:18][CH:17]=1, predict the reaction product. The product is: [Br:1][C:2]1[CH:3]=[C:4]2[C:12](=[CH:13][CH:14]=1)[NH:11][C:10]1[CH:9]([NH:15][C:22](=[O:23])[C:19]3[CH:20]=[CH:21][C:16]([CH3:25])=[CH:17][CH:18]=3)[CH2:8][CH2:7][CH2:6][C:5]2=1. (4) Given the reactants C(C1C=CC=CC=1C=C)=C.[Li+:11].[Cl-:12].CC1C=C(O)C=CC=1O.[CH:22]([S:30]([O-:33])(=[O:32])=[O:31])=[CH:23][C:24]1[CH:29]=[CH:28][CH:27]=[CH:26][CH:25]=1.[Na+:34], predict the reaction product. The product is: [CH:22]([S:30]([O-:33])(=[O:31])=[O:32])=[CH:23][C:24]1[CH:29]=[CH:28][CH:27]=[CH:26][CH:25]=1.[Li+:11].[Na+:34].[Cl-:12]. (5) The product is: [F:13][B-:14]([F:17])([F:16])[F:15].[Br:1][C:2]1[CH:8]=[C:7]([CH2:9][CH3:10])[C:5]([N+:6]#[N:19])=[C:4]([CH2:11][CH3:12])[CH:3]=1. Given the reactants [Br:1][C:2]1[CH:8]=[C:7]([CH2:9][CH3:10])[C:5]([NH2:6])=[C:4]([CH2:11][CH3:12])[CH:3]=1.[F:13][B-:14]([F:17])([F:16])[F:15].[H+].[N:19](OC(C)(C)C)=O, predict the reaction product. (6) Given the reactants CN(C(O[N:9]1N=[N:16][C:11]2[CH:12]=[CH:13][CH:14]=[CH:15][C:10]1=2)=[N+](C)C)C.F[P-](F)(F)(F)(F)F.CCN=C=NC[CH2:31][CH2:32]N(C)C.C1C=CC2N([OH:45])N=NC=2C=1.CCN(C(C)C)C(C)C, predict the reaction product. The product is: [CH:11]1([C:10]([NH2:9])=[O:45])[CH:12]2[CH2:13][CH2:14][CH2:15][CH:32]2[CH2:31][NH:16]1. (7) The product is: [F:1][C:2]1[CH:3]=[C:4]([O:5][C:6]2[C:11]3[CH:12]=[CH:13][O:14][C:10]=3[CH:9]=[CH:8][N:7]=2)[CH:15]=[CH:16][C:17]=1[C:33]1[CH:34]([CH3:40])[O:35][C:36](=[O:39])[C:37]=1[CH3:38]. Given the reactants [F:1][C:2]1[CH:3]=[C:4]([CH:15]=[CH:16][C:17]=1B1OC(C)(C)C(C)(C)O1)[O:5][C:6]1[C:11]2[CH:12]=[CH:13][O:14][C:10]=2[CH:9]=[CH:8][N:7]=1.FC(F)(F)S(O[C:33]1[CH:34]([CH3:40])[O:35][C:36](=[O:39])[C:37]=1[CH3:38])(=O)=O.C1(P(C2CCCCC2)C2CCCCC2)CCCCC1.C(=O)([O-])[O-].[K+].[K+], predict the reaction product.